Dataset: Reaction yield outcomes from USPTO patents with 853,638 reactions. Task: Predict the reaction yield, written as a fraction of the theoretical maximum amount of product (1.0 means a 100% yield; for example, 0.34 means a 34% yield). (1) The reactants are [CH3:1][C:2]1[CH:11]=[N:10][C:9]2[C:4](=[CH:5][CH:6]=[CH:7][CH:8]=2)[N:3]=1.[Br:12]N1C(=O)CCC1=O.C1(C(OOC(=O)C2C=CC=CC=2)=O)C=CC=CC=1. The catalyst is C(Cl)(Cl)(Cl)Cl. The product is [Br:12][CH2:1][C:2]1[CH:11]=[N:10][C:9]2[C:4](=[CH:5][CH:6]=[CH:7][CH:8]=2)[N:3]=1. The yield is 0.460. (2) The yield is 0.0870. The reactants are [NH:1]1[C:9]2[C:4](=[N:5][CH:6]=[CH:7][CH:8]=2)[CH:3]=[CH:2]1.[H-].[Na+].C1(OC(=O)NC[C:22]2[CH:27]=[CH:26][C:25]([O:28][C:29]3[CH:34]=[CH:33][CH:32]=[CH:31][CH:30]=3)=[CH:24][CH:23]=2)C=CC=CC=1.[CH3:36][N:37](C)[CH:38]=[O:39]. The product is [O:28]([C:25]1[CH:26]=[C:27]([CH:22]=[CH:23][CH:24]=1)[CH2:36][NH:37][C:38]([N:1]1[C:9]2[C:4](=[N:5][CH:6]=[CH:7][CH:8]=2)[CH:3]=[CH:2]1)=[O:39])[C:29]1[CH:30]=[CH:31][CH:32]=[CH:33][CH:34]=1. The catalyst is [Cl-].[Na+].O. (3) The reactants are [CH3:1][C:2]1([CH3:25])[C:6]([CH3:8])([CH3:7])[O:5][B:4]([C:9]2[CH:14]=[CH:13][C:12]([NH:15][C:16](=O)[O:17]C3C=CC=CC=3)=[CH:11][CH:10]=2)[O:3]1.[CH3:26][NH2:27].C1COCC1. The catalyst is C1COCC1. The product is [CH3:26][NH:27][C:16]([NH:15][C:12]1[CH:13]=[CH:14][C:9]([B:4]2[O:3][C:2]([CH3:25])([CH3:1])[C:6]([CH3:8])([CH3:7])[O:5]2)=[CH:10][CH:11]=1)=[O:17]. The yield is 0.880. (4) The reactants are [OH:1][C:2]1[C:3]([C:14]2[CH:19]=[CH:18][CH:17]=[CH:16][CH:15]=2)=[C:4]([CH2:9][C:10]([O:12][CH3:13])=[O:11])[CH:5]=[C:6]([OH:8])[CH:7]=1.[CH3:20][O:21]C(Cl)Cl.[Sn](Cl)(Cl)(Cl)Cl.Cl. The catalyst is ClCCl.O. The product is [CH:20]([C:5]1[C:6]([OH:8])=[CH:7][C:2]([OH:1])=[C:3]([C:14]2[CH:19]=[CH:18][CH:17]=[CH:16][CH:15]=2)[C:4]=1[CH2:9][C:10]([O:12][CH3:13])=[O:11])=[O:21]. The yield is 0.850. (5) The reactants are Br[C:2]1[CH:3]=[C:4]([S:8]([NH:11][CH3:12])(=[O:10])=[O:9])[CH:5]=[CH:6][CH:7]=1.C([O-])(=O)C.[K+].[B:18]1([B:18]2[O:22][C:21]([CH3:24])([CH3:23])[C:20]([CH3:26])([CH3:25])[O:19]2)[O:22][C:21]([CH3:24])([CH3:23])[C:20]([CH3:26])([CH3:25])[O:19]1. The catalyst is CS(C)=O.C(OCC)(=O)C.C1C=CC(P(C2C=CC=CC=2)[C-]2C=CC=C2)=CC=1.C1C=CC(P(C2C=CC=CC=2)[C-]2C=CC=C2)=CC=1.Cl[Pd]Cl.[Fe+2]. The product is [CH3:12][NH:11][S:8]([C:4]1[CH:5]=[CH:6][CH:7]=[C:2]([B:18]2[O:22][C:21]([CH3:24])([CH3:23])[C:20]([CH3:26])([CH3:25])[O:19]2)[CH:3]=1)(=[O:10])=[O:9]. The yield is 0.860.